This data is from Full USPTO retrosynthesis dataset with 1.9M reactions from patents (1976-2016). The task is: Predict the reactants needed to synthesize the given product. (1) Given the product [O:1]1[CH2:5][CH2:4][CH2:3][C@H:2]1[C:6]([NH:17][NH2:18])=[O:8], predict the reactants needed to synthesize it. The reactants are: [O:1]1[CH2:5][CH2:4][CH2:3][C@H:2]1[C:6]([OH:8])=O.NN.C1C=CC2N(O)[N:18]=[N:17]C=2C=1.CCN=C=NCCCN(C)C. (2) Given the product [F:18][C:19]1[CH:28]=[C:27]([I:29])[CH:26]=[CH:25][C:20]=1[NH:21][C:22]1[N:23]([CH3:24])[C:11](=[O:13])[C:6]2[N:7]=[C:8]([CH3:10])[O:9][C:5]=2[C:4]=1[C:3]([O:2][CH3:1])=[O:15], predict the reactants needed to synthesize it. The reactants are: [CH3:1][O:2][C:3](=[O:15])[CH2:4][C:5]1[O:9][C:8]([CH3:10])=[N:7][C:6]=1[C:11]([O:13]C)=O.[H-].[Na+].[F:18][C:19]1[CH:28]=[C:27]([I:29])[CH:26]=[CH:25][C:20]=1[N:21]=[C:22]=[N:23][CH3:24].[NH4+].[Cl-]. (3) Given the product [CH3:14][O:15][C:16]1[CH:21]=[C:20]([C:2]2[CH:10]=[CH:9][C:5]([C:6]([OH:8])=[O:7])=[C:4]([N+:11]([O-:13])=[O:12])[CH:3]=2)[CH:19]=[CH:18][CH:17]=1, predict the reactants needed to synthesize it. The reactants are: Br[C:2]1[CH:10]=[CH:9][C:5]([C:6]([OH:8])=[O:7])=[C:4]([N+:11]([O-:13])=[O:12])[CH:3]=1.[CH3:14][O:15][C:16]1[CH:17]=[C:18](OB(O)O)[CH:19]=[CH:20][CH:21]=1. (4) Given the product [N+:4]([C:7]1[CH:8]=[CH:9][C:10]([C:11]([O:13][C@H:14]2[C:18]3[N:19]=[CH:20][N:21]=[C:22]([N:23]4[C:43]5[C:38](=[C:39]([CH2:44][NH:45][CH:50]([CH3:52])[CH3:49])[CH:40]=[CH:41][CH:42]=5)[C:25]5([CH2:30][CH2:29][N:28]([CH2:31][C:32]6[CH:37]=[CH:36][CH:35]=[CH:34][CH:33]=6)[CH2:27][CH2:26]5)[CH2:24]4)[C:17]=3[C@H:16]([CH3:46])[CH2:15]2)=[O:12])=[CH:47][CH:48]=1)([O-:6])=[O:5], predict the reactants needed to synthesize it. The reactants are: Cl.Cl.Cl.[N+:4]([C:7]1[CH:48]=[CH:47][C:10]([C:11]([O:13][C@H:14]2[C:18]3[N:19]=[CH:20][N:21]=[C:22]([N:23]4[C:43]5[C:38](=[C:39]([CH2:44][NH2:45])[CH:40]=[CH:41][CH:42]=5)[C:25]5([CH2:30][CH2:29][N:28]([CH2:31][C:32]6[CH:37]=[CH:36][CH:35]=[CH:34][CH:33]=6)[CH2:27][CH2:26]5)[CH2:24]4)[C:17]=3[C@H:16]([CH3:46])[CH2:15]2)=[O:12])=[CH:9][CH:8]=1)([O-:6])=[O:5].[CH3:49][C:50]([CH3:52])=O. (5) Given the product [Cl:1][C:2]1[CH:24]=[CH:23][C:5]([O:6][CH2:7][C:8]2[O:12][C:11]([Si:13]([CH:17]([CH3:19])[CH3:18])([CH:20]([CH3:22])[CH3:21])[CH:14]([CH3:15])[CH3:16])=[N:10][CH:9]=2)=[C:4]([NH2:25])[CH:3]=1, predict the reactants needed to synthesize it. The reactants are: [Cl:1][C:2]1[CH:24]=[CH:23][C:5]([O:6][CH2:7][C:8]2[O:12][C:11]([Si:13]([CH:20]([CH3:22])[CH3:21])([CH:17]([CH3:19])[CH3:18])[CH:14]([CH3:16])[CH3:15])=[N:10][CH:9]=2)=[C:4]([N+:25]([O-])=O)[CH:3]=1. (6) The reactants are: [CH3:1][S:2]([C:5]1[N:10]=[CH:9][C:8]([N:11]2[C:15](=[O:16])[CH2:14][C:13]3([CH2:21][CH2:20][NH:19][CH2:18][CH2:17]3)[CH2:12]2)=[CH:7][CH:6]=1)(=[O:4])=[O:3].[CH3:22][C:23]1[C:31]([C@@H:32]2[CH2:34][O:33]2)=[CH:30][CH:29]=[C:28]2[C:24]=1[CH2:25][O:26][C:27]2=[O:35]. Given the product [OH:33][C@H:32]([C:31]1[C:23]([CH3:22])=[C:24]2[C:28](=[CH:29][CH:30]=1)[C:27](=[O:35])[O:26][CH2:25]2)[CH2:34][N:19]1[CH2:20][CH2:21][C:13]2([CH2:12][N:11]([C:8]3[CH:9]=[N:10][C:5]([S:2]([CH3:1])(=[O:3])=[O:4])=[CH:6][CH:7]=3)[C:15](=[O:16])[CH2:14]2)[CH2:17][CH2:18]1, predict the reactants needed to synthesize it.